This data is from Reaction yield outcomes from USPTO patents with 853,638 reactions. The task is: Predict the reaction yield, written as a fraction of the theoretical maximum amount of product (1.0 means a 100% yield; for example, 0.34 means a 34% yield). (1) The reactants are [CH2:1]([N:8]1[CH2:12][C@H:11]([C:13]2[CH:18]=[CH:17][C:16]([Cl:19])=[C:15]([Cl:20])[CH:14]=2)[C@@H:10]([C@H:21]([OH:31])[CH2:22][O:23][Si:24]([C:27]([CH3:30])([CH3:29])[CH3:28])([CH3:26])[CH3:25])[CH2:9]1)[C:2]1[CH:7]=[CH:6][CH:5]=[CH:4][CH:3]=1.C1C=CC(P(C2C=CC=CC=2)C2C=CC=CC=2)=CC=1.[Cl:51][C:52]1[CH:53]=[CH:54][C:55](O)=[N:56][CH:57]=1.C1C=CC(COC(/N=N/C(OCC2C=CC=CC=2)=O)=O)=CC=1. The catalyst is C1COCC1.C(OCC)(=O)C. The product is [CH2:1]([N:8]1[CH2:12][C@H:11]([C:13]2[CH:18]=[CH:17][C:16]([Cl:19])=[C:15]([Cl:20])[CH:14]=2)[C@@H:10]([C@@H:21]([O:31][C:55]2[CH:54]=[CH:53][C:52]([Cl:51])=[CH:57][N:56]=2)[CH2:22][O:23][Si:24]([C:27]([CH3:28])([CH3:30])[CH3:29])([CH3:26])[CH3:25])[CH2:9]1)[C:2]1[CH:7]=[CH:6][CH:5]=[CH:4][CH:3]=1. The yield is 0.770. (2) The reactants are [CH2:1]1[C:13]2[NH:12][C:11]3[C:6](=[CH:7][C:8]([NH2:14])=[CH:9][CH:10]=3)[C:5]=2[CH2:4][CH2:3][CH2:2]1.[O:15]1[C:19]2[CH:20]=[CH:21][C:22]([C:24]3([C:27](O)=[O:28])[CH2:26][CH2:25]3)=[CH:23][C:18]=2[O:17][CH2:16]1.C(N(C(C)C)CC)(C)C.F[P-](F)(F)(F)(F)F.N1(OC(N(C)C)=[N+](C)C)C2N=CC=CC=2N=N1. The catalyst is C(#N)C. The product is [O:15]1[C:19]2[CH:20]=[CH:21][C:22]([C:24]3([C:27]([NH:14][C:8]4[CH:7]=[C:6]5[C:11](=[CH:10][CH:9]=4)[NH:12][C:13]4[CH2:1][CH2:2][CH2:3][CH2:4][C:5]5=4)=[O:28])[CH2:25][CH2:26]3)=[CH:23][C:18]=2[O:17][CH2:16]1. The yield is 0.700. (3) The reactants are [H-].[Na+].[Cl:3][C:4]1[CH:9]=[C:8]([OH:10])[CH:7]=[CH:6][N:5]=1.OC1C=CC=CN=1.[F:18][C:19]1[CH:24]=[C:23](F)[C:22]([F:26])=[CH:21][C:20]=1[N+:27]([O-:29])=[O:28]. The catalyst is CN(C=O)C. The product is [Cl:3][C:4]1[CH:9]=[C:8]([O:10][C:23]2[CH:24]=[C:19]([F:18])[C:20]([N+:27]([O-:29])=[O:28])=[CH:21][C:22]=2[F:26])[CH:7]=[CH:6][N:5]=1. The yield is 0.800. (4) The yield is 0.603. The product is [S:21]1[C:22]2[CH:28]=[CH:27][CH:26]=[CH:25][C:23]=2[N:24]=[C:20]1[NH:2][C@H:3]1[CH2:6][C@H:5]([N:7]2[C:11]3[N:12]=[CH:13][N:14]=[CH:15][C:10]=3[C:9]([CH3:16])([CH3:17])[C:8]2=[O:18])[CH2:4]1. The reactants are Cl.[NH2:2][C@H:3]1[CH2:6][C@H:5]([N:7]2[C:11]3[N:12]=[CH:13][N:14]=[CH:15][C:10]=3[C:9]([CH3:17])([CH3:16])[C:8]2=[O:18])[CH2:4]1.Cl[C:20]1[S:21][C:22]2[CH:28]=[CH:27][CH:26]=[CH:25][C:23]=2[N:24]=1.C(N(CC)C(C)C)(C)C. The catalyst is CS(C)=O.O.